From a dataset of Forward reaction prediction with 1.9M reactions from USPTO patents (1976-2016). Predict the product of the given reaction. (1) Given the reactants [CH2:1]([O:3][C:4]([C:6]1[CH:10]=[C:9]([CH2:11][C:12]([F:15])([F:14])[F:13])[S:8][C:7]=1N)=[O:5])[CH3:2].N(OC(C)(C)C)=O, predict the reaction product. The product is: [CH2:1]([O:3][C:4]([C:6]1[CH:10]=[C:9]([CH2:11][C:12]([F:15])([F:13])[F:14])[S:8][CH:7]=1)=[O:5])[CH3:2]. (2) Given the reactants C[O:2][C:3](=[O:25])[C@@H:4]([N:9]([CH2:11][C:12]1[CH:13]([CH:23]=[O:24])[O:14][C:15]2[C:20]([CH:21]=1)=[C:19]([Cl:22])[CH:18]=[CH:17][CH:16]=2)[CH3:10])[CH2:5][CH:6]([CH3:8])[CH3:7].O.[OH-].[Li+], predict the reaction product. The product is: [Cl:22][C:19]1[CH:18]=[CH:17][CH:16]=[C:15]2[C:20]=1[CH2:21][C:12]([CH2:11][N:9]([CH3:10])[C@@H:4]([CH2:5][CH:6]([CH3:7])[CH3:8])[C:3]([OH:25])=[O:2])=[C:13]([CH:23]=[O:24])[O:14]2. (3) Given the reactants [CH:1]1([C:5]([NH:7][C:8]2[N:16]=[C:15]([C:17]([F:20])([F:19])[F:18])[CH:14]=[CH:13][C:9]=2[C:10]([NH2:12])=[O:11])=O)[CH2:4][CH2:3][CH2:2]1.N, predict the reaction product. The product is: [CH:1]1([C:5]2[NH:12][C:10](=[O:11])[C:9]3[CH:13]=[CH:14][C:15]([C:17]([F:20])([F:19])[F:18])=[N:16][C:8]=3[N:7]=2)[CH2:4][CH2:3][CH2:2]1. (4) Given the reactants OS(O)(=O)=O.[N+:6]([O-:9])(O)=[O:7].[Br:10][C:11]1[CH:19]=[CH:18][C:17]([F:20])=[CH:16][C:12]=1[C:13]([OH:15])=[O:14], predict the reaction product. The product is: [Br:10][C:11]1[C:19]([N+:6]([O-:9])=[O:7])=[CH:18][C:17]([F:20])=[CH:16][C:12]=1[C:13]([OH:15])=[O:14]. (5) Given the reactants [CH3:1][C:2]1([C:8]([C:10]2[C:18]3[C:13](=[N:14][CH:15]=[C:16]([C:19]4[CH:24]=[CH:23][CH:22]=[C:21]([N:25]5[CH2:30][CH2:29][NH:28][CH2:27][CH2:26]5)[CH:20]=4)[N:17]=3)[NH:12][CH:11]=2)=[O:9])[CH2:7][CH2:6][CH2:5][CH2:4][CH2:3]1.[C:31](OC(=O)C)(=[O:33])[CH3:32].[OH-].[Na+], predict the reaction product. The product is: [CH3:1][C:2]1([C:8]([C:10]2[C:18]3[C:13](=[N:14][CH:15]=[C:16]([C:19]4[CH:20]=[C:21]([N:25]5[CH2:30][CH2:29][N:28]([C:31](=[O:33])[CH3:32])[CH2:27][CH2:26]5)[CH:22]=[CH:23][CH:24]=4)[N:17]=3)[NH:12][CH:11]=2)=[O:9])[CH2:7][CH2:6][CH2:5][CH2:4][CH2:3]1.